Dataset: Forward reaction prediction with 1.9M reactions from USPTO patents (1976-2016). Task: Predict the product of the given reaction. (1) Given the reactants [CH3:1][O:2][C:3]1[CH:4]=[N:5][CH:6]=[C:7]([O:9][CH3:10])[CH:8]=1.[CH2:11]([Li])[CH2:12][CH2:13]C.CCCCCC.CN(C=[O:26])C.[H-].[Na+].C1C[O:32][CH2:31][CH2:30]1, predict the reaction product. The product is: [CH2:31]([O:32][C:13](=[O:26])[CH:12]=[CH:11][C:8]1[C:7]([O:9][CH3:10])=[CH:6][N:5]=[CH:4][C:3]=1[O:2][CH3:1])[CH3:30]. (2) Given the reactants [OH:1][CH:2]1[CH2:7][CH2:6][N:5]([C:8]2[S:9][C:10]([C:19]3[CH:24]=[CH:23][NH:22][C:21](=[O:25])[CH:20]=3)=[C:11]([C:13]3[CH:18]=[CH:17][N:16]=[CH:15][CH:14]=3)[N:12]=2)[CH2:4][CH2:3]1, predict the reaction product. The product is: [OH:1][CH:2]1[CH2:3][CH2:4][N:5]([C:8]2[S:9][C:10]3[C:11]([N:12]=2)=[C:13]2[C:18](=[C:20]4[C:19]=3[CH:24]=[CH:23][NH:22][C:21]4=[O:25])[CH:17]=[N:16][CH:15]=[CH:14]2)[CH2:6][CH2:7]1. (3) Given the reactants N(C(OCC)=O)=NC(OCC)=O.[Cl:13][C:14]1[CH:33]=[CH:32][C:17]([NH:18][C:19]2[C:28]3[C:23](=[CH:24][C:25]([OH:31])=[C:26]([O:29][CH3:30])[CH:27]=3)[N:22]=[CH:21][N:20]=2)=[C:16]([F:34])[CH:15]=1.C1(P(C2C=CC=CC=2)C2C=CC=CC=2)C=CC=CC=1.O[CH2:55][CH2:56][N:57]1[C:62](=[O:63])[CH2:61][O:60][CH2:59][C:58]1=[O:64], predict the reaction product. The product is: [ClH:13].[Cl:13][C:14]1[CH:33]=[CH:32][C:17]([NH:18][C:19]2[C:28]3[C:23](=[CH:24][C:25]([O:31][CH2:55][CH2:56][N:57]4[C:62](=[O:63])[CH2:61][O:60][CH2:59][C:58]4=[O:64])=[C:26]([O:29][CH3:30])[CH:27]=3)[N:22]=[CH:21][N:20]=2)=[C:16]([F:34])[CH:15]=1. (4) Given the reactants [CH3:1][C:2]([C:5]1[C:10]([C:11]2[CH:16]=[C:15]([O:17][CH3:18])[CH:14]=[CH:13][C:12]=2[F:19])=[CH:9][C:8]([CH2:20][O:21][C:22]2[CH:27]=[CH:26][C:25]([C@H:28](/[CH:35]=[CH:36]/[CH2:37][CH3:38])[CH2:29][C:30]([O:32]CC)=[O:31])=[CH:24][CH:23]=2)=[CH:7][CH:6]=1)([CH3:4])[CH3:3].[Li+].[OH-], predict the reaction product. The product is: [CH3:4][C:2]([C:5]1[C:10]([C:11]2[CH:16]=[C:15]([O:17][CH3:18])[CH:14]=[CH:13][C:12]=2[F:19])=[CH:9][C:8]([CH2:20][O:21][C:22]2[CH:23]=[CH:24][C:25]([C@H:28](/[CH:35]=[CH:36]/[CH2:37][CH3:38])[CH2:29][C:30]([OH:32])=[O:31])=[CH:26][CH:27]=2)=[CH:7][CH:6]=1)([CH3:1])[CH3:3]. (5) Given the reactants Cl.Cl.[CH2:3]1[NH:8][C@H:7]([C:9]([O:11][CH3:12])=[O:10])[CH2:6][N:5]2[CH2:13][CH2:14][CH2:15][C@H:4]12.[C:16]([O:20][C:21]([N:23]([CH3:39])[C@H:24]([C:26]([NH:28][C@@H:29]([CH:33]1[CH2:38][CH2:37][CH2:36][CH2:35][CH2:34]1)[C:30](O)=[O:31])=[O:27])[CH3:25])=[O:22])([CH3:19])([CH3:18])[CH3:17].[Cl-].COC1N=C(OC)N=C([N+]2(C)CCOCC2)N=1.CN1CCOCC1, predict the reaction product. The product is: [C:16]([O:20][C:21]([N:23]([CH3:39])[C@H:24]([C:26]([NH:28][C@@H:29]([CH:33]1[CH2:34][CH2:35][CH2:36][CH2:37][CH2:38]1)[C:30]([N:8]1[C@H:7]([C:9]([O:11][CH3:12])=[O:10])[CH2:6][N:5]2[CH2:13][CH2:14][CH2:15][C@@H:4]2[CH2:3]1)=[O:31])=[O:27])[CH3:25])=[O:22])([CH3:19])([CH3:17])[CH3:18].